This data is from Retrosynthesis with 50K atom-mapped reactions and 10 reaction types from USPTO. The task is: Predict the reactants needed to synthesize the given product. Given the product CCC(C)S(=O)(=O)NC(=O)Nc1ccc(Br)cc1, predict the reactants needed to synthesize it. The reactants are: CCC(C)S(N)(=O)=O.O=C=Nc1ccc(Br)cc1.